Dataset: Reaction yield outcomes from USPTO patents with 853,638 reactions. Task: Predict the reaction yield, written as a fraction of the theoretical maximum amount of product (1.0 means a 100% yield; for example, 0.34 means a 34% yield). (1) The reactants are [Br:1]N1C(=O)CCC1=O.[CH3:9][O:10][C:11]([C:13]1[C:22]([OH:23])=[C:21]2[C:16]([CH:17]=[CH:18][CH:19]=[N:20]2)=[CH:15][N:14]=1)=[O:12].CO.CO.O. The catalyst is C(Cl)(Cl)Cl. The product is [CH3:9][O:10][C:11]([C:13]1[C:22]([OH:23])=[C:21]2[C:16]([CH:17]=[CH:18][CH:19]=[N:20]2)=[C:15]([Br:1])[N:14]=1)=[O:12]. The yield is 0.930. (2) The reactants are [C:1]([O:5][C:6](=[O:34])[NH:7][CH:8]([C:10]1[CH:11]=[N:12][C:13]([F:33])=[CH:14][C:15]=1[C:16]1[C:21]2[S:22][C:23]([C:25]3[C:30]([F:31])=[CH:29][N:28]=[C:27](Cl)[N:26]=3)=[CH:24][C:20]=2[CH:19]=[CH:18][CH:17]=1)[CH3:9])([CH3:4])([CH3:3])[CH3:2].[NH2:35][CH2:36][CH2:37][N:38]1[CH:42]=[CH:41][NH:40][C:39]1=[O:43].C(N(CC)CC)C. The catalyst is CN1CCCC1=O.C(OCC)(=O)C. The product is [C:1]([O:5][C:6](=[O:34])[NH:7][CH:8]([C:10]1[CH:11]=[N:12][C:13]([F:33])=[CH:14][C:15]=1[C:16]1[C:21]2[S:22][C:23]([C:25]3[C:30]([F:31])=[CH:29][N:28]=[C:27]([NH:35][CH2:36][CH2:37][N:38]4[CH:42]=[CH:41][NH:40][C:39]4=[O:43])[N:26]=3)=[CH:24][C:20]=2[CH:19]=[CH:18][CH:17]=1)[CH3:9])([CH3:4])([CH3:3])[CH3:2]. The yield is 0.740. (3) The reactants are [CH3:1][C:2]1[CH:11]=[CH:10][C:9]([NH:12][S:13]([C:16]2[CH:21]=[CH:20][CH:19]=[CH:18][C:17]=2[N+:22]([O-])=O)(=[O:15])=[O:14])=[C:8]2[C:3]=1[CH:4]=[CH:5][CH:6]=[N:7]2.[Sn](Cl)Cl. The catalyst is Cl. The product is [NH2:22][C:17]1[CH:18]=[CH:19][CH:20]=[CH:21][C:16]=1[S:13]([NH:12][C:9]1[CH:10]=[CH:11][C:2]([CH3:1])=[C:3]2[C:8]=1[N:7]=[CH:6][CH:5]=[CH:4]2)(=[O:15])=[O:14]. The yield is 0.580. (4) The reactants are [CH:1]([NH:4][CH2:5][C:6]([NH:8][CH2:9][C:10]1[CH:15]=[C:14]([C:16]2[CH:21]=[CH:20][C:19]([C:22]([F:25])([F:24])[F:23])=[CH:18][CH:17]=2)[N:13]=[CH:12][N:11]=1)=[O:7])([CH3:3])[CH3:2].C(N(CC)C(C)C)(C)C.[N:35]1[CH:40]=[CH:39][N:38]=[CH:37][C:36]=1[S:41](Cl)(=[O:43])=[O:42].C(OCC)(=O)C. The catalyst is C(Cl)Cl. The product is [CH:1]([N:4]([S:41]([C:36]1[CH:37]=[N:38][CH:39]=[CH:40][N:35]=1)(=[O:43])=[O:42])[CH2:5][C:6]([NH:8][CH2:9][C:10]1[CH:15]=[C:14]([C:16]2[CH:17]=[CH:18][C:19]([C:22]([F:24])([F:25])[F:23])=[CH:20][CH:21]=2)[N:13]=[CH:12][N:11]=1)=[O:7])([CH3:3])[CH3:2]. The yield is 0.0500. (5) The reactants are Cl[C:2]1[C:7]([Br:8])=[CH:6][N:5]=[CH:4][N:3]=1.CC1(C)C(C)(C)OB([C:17]2[C:26]3[C:21](=[CH:22][CH:23]=[CH:24][CH:25]=3)[C:20]([C:27]#[N:28])=[CH:19][CH:18]=2)O1.C(=O)([O-])[O-].[Na+].[Na+]. The catalyst is O1CCOCC1. The product is [Br:8][C:7]1[C:2]([C:17]2[C:26]3[C:21](=[CH:22][CH:23]=[CH:24][CH:25]=3)[C:20]([C:27]#[N:28])=[CH:19][CH:18]=2)=[N:3][CH:4]=[N:5][CH:6]=1. The yield is 0.690. (6) The reactants are C([O:4][C:5]1[C:6]([I:30])=[C:7]([CH2:25][C:26]([O:28][CH3:29])=[O:27])[C:8]([C:15](=[O:24])[C:16]2[CH:21]=[CH:20][C:19]([O:22][CH3:23])=[CH:18][CH:17]=2)=[C:9]([O:11]CC=C)[CH:10]=1)C=C.[Se](=O)=O.C(O)(=O)C.C(=O)([O-])O.[Na+]. The catalyst is O1CCOCC1. The product is [OH:4][C:5]1[C:6]([I:30])=[C:7]([CH2:25][C:26]([O:28][CH3:29])=[O:27])[C:8]([C:15](=[O:24])[C:16]2[CH:17]=[CH:18][C:19]([O:22][CH3:23])=[CH:20][CH:21]=2)=[C:9]([OH:11])[CH:10]=1. The yield is 0.0820. (7) The reactants are [Cl:1][C:2]1[CH:7]=[CH:6][C:5]([C:8]2[S:9][C:10]3[C:11](=[O:17])[NH:12][CH2:13][CH2:14][C:15]=3[N:16]=2)=[CH:4][CH:3]=1.Br[C:19]1[CH:24]=[CH:23][C:22]([O:25][S:26]([C:29]2[CH:34]=[CH:33][C:32]([CH3:35])=[CH:31][CH:30]=2)(=[O:28])=[O:27])=[C:21]([O:36][CH3:37])[CH:20]=1.C1(P(C2C=CC=CC=2)C2C3OC4C(=CC=CC=4P(C4C=CC=CC=4)C4C=CC=CC=4)C(C)(C)C=3C=CC=2)C=CC=CC=1.C([O-])([O-])=O.[Cs+].[Cs+]. The catalyst is O1CCOCC1.CCOC(C)=O.C1C=CC(/C=C/C(/C=C/C2C=CC=CC=2)=O)=CC=1.C1C=CC(/C=C/C(/C=C/C2C=CC=CC=2)=O)=CC=1.C1C=CC(/C=C/C(/C=C/C2C=CC=CC=2)=O)=CC=1.[Pd].[Pd]. The product is [Cl:1][C:2]1[CH:7]=[CH:6][C:5]([C:8]2[S:9][C:10]3[C:11](=[O:17])[N:12]([C:19]4[CH:24]=[CH:23][C:22]([O:25][S:26]([C:29]5[CH:30]=[CH:31][C:32]([CH3:35])=[CH:33][CH:34]=5)(=[O:28])=[O:27])=[C:21]([O:36][CH3:37])[CH:20]=4)[CH2:13][CH2:14][C:15]=3[N:16]=2)=[CH:4][CH:3]=1. The yield is 0.600.